From a dataset of Reaction yield outcomes from USPTO patents with 853,638 reactions. Predict the reaction yield, written as a fraction of the theoretical maximum amount of product (1.0 means a 100% yield; for example, 0.34 means a 34% yield). (1) The reactants are [C:1](/[C:3](=[C:7](/OCC)\[CH3:8])/[C:4](=[S:6])[NH2:5])#[N:2].[CH2:12]([NH2:16])[CH:13]([CH3:15])[CH3:14]. The catalyst is C(O)C. The product is [C:1](/[C:3](=[C:7](/[NH:16][CH2:12][CH:13]([CH3:15])[CH3:14])\[CH3:8])/[C:4](=[S:6])[NH2:5])#[N:2]. The yield is 0.960. (2) The reactants are [OH-].[K+].[CH3:3][O:4][C:5](=[O:27])[CH:6]([NH:15][C:16]([CH3:26])=[CH:17][C:18](=[O:25])[C:19]1[CH:20]=[N:21][CH:22]=[CH:23][CH:24]=1)[CH2:7][C:8]1[CH:13]=[CH:12][C:11]([OH:14])=[CH:10][CH:9]=1.[Br:28][CH2:29][CH2:30]Br. The catalyst is C(O)C. The product is [CH3:3][O:4][C:5](=[O:27])[CH:6]([NH:15][C:16]([CH3:26])=[CH:17][C:18](=[O:25])[C:19]1[CH:20]=[N:21][CH:22]=[CH:23][CH:24]=1)[CH2:7][C:8]1[CH:13]=[CH:12][C:11]([O:14][CH2:30][CH2:29][Br:28])=[CH:10][CH:9]=1. The yield is 0.150. (3) The reactants are [CH3:1][O:2][C@@H:3]1[CH2:7][CH2:6][N:5]([C:8]([C:10]2[S:18][C:17]3[C:12](=[N:13][CH:14]=[CH:15][C:16]=3[O:19][C:20]3[CH:21]=[CH:22][C:23]4[C:27]([C:28]([OH:30])=O)=[C:26]([CH3:31])[S:25][C:24]=4[CH:32]=3)[CH:11]=2)=[O:9])[CH2:4]1.[NH2:33][CH2:34][CH:35]1[CH2:37][CH2:36]1.C(N(C(C)C)CC)(C)C.CN(C(ON1N=NC2C=CC=CC1=2)=[N+](C)C)C.F[P-](F)(F)(F)(F)F. No catalyst specified. The product is [CH:35]1([CH2:34][NH:33][C:28]([C:27]2[C:23]3[CH:22]=[CH:21][C:20]([O:19][C:16]4[CH:15]=[CH:14][N:13]=[C:12]5[CH:11]=[C:10]([C:8]([N:5]6[CH2:6][CH2:7][C@@H:3]([O:2][CH3:1])[CH2:4]6)=[O:9])[S:18][C:17]=45)=[CH:32][C:24]=3[S:25][C:26]=2[CH3:31])=[O:30])[CH2:37][CH2:36]1. The yield is 0.240.